Dataset: Reaction yield outcomes from USPTO patents with 853,638 reactions. Task: Predict the reaction yield, written as a fraction of the theoretical maximum amount of product (1.0 means a 100% yield; for example, 0.34 means a 34% yield). (1) The product is [Cl:3][CH2:14][C:10]1[CH:9]=[C:8]2[C:13](=[CH:12][CH:11]=1)[CH2:5][CH2:6][CH2:7]2. The reactants are S(Cl)([Cl:3])=O.[CH2:5]1[C:13]2[C:8](=[CH:9][C:10]([CH2:14]O)=[CH:11][CH:12]=2)[CH2:7][CH2:6]1. The yield is 0.990. The catalyst is C(Cl)(Cl)Cl. (2) The reactants are C[O:2][C:3](=[O:38])[C:4]([NH:29][C:30](=[O:37])[C:31]1[CH:36]=[CH:35][CH:34]=[CH:33][CH:32]=1)([NH:7][C:8]([C:10]1[C:11]([CH3:28])=[N:12][C:13]([NH:17][CH2:18][CH2:19][CH2:20][C:21]2[CH:26]=[CH:25][CH:24]=[C:23]([OH:27])[CH:22]=2)=[N:14][C:15]=1[CH3:16])=[O:9])[CH2:5][OH:6].O.[OH-].[Li+].S([O-])(O)(=O)=O.[K+]. The catalyst is C1COCC1.O. The product is [OH:6][CH2:5][C:4]([NH:29][C:30](=[O:37])[C:31]1[CH:36]=[CH:35][CH:34]=[CH:33][CH:32]=1)([NH:7][C:8]([C:10]1[C:11]([CH3:28])=[N:12][C:13]([NH:17][CH2:18][CH2:19][CH2:20][C:21]2[CH:26]=[CH:25][CH:24]=[C:23]([OH:27])[CH:22]=2)=[N:14][C:15]=1[CH3:16])=[O:9])[C:3]([OH:38])=[O:2]. The yield is 0.740. (3) The reactants are [Sn](Cl)Cl.[Cl:4][C:5]1[CH:14]=[C:13]([O:15][CH3:16])[C:12]([N+:17]([O-])=O)=[CH:11][C:6]=1[C:7]([O:9][CH3:10])=[O:8]. The catalyst is CO. The product is [NH2:17][C:12]1[C:13]([O:15][CH3:16])=[CH:14][C:5]([Cl:4])=[C:6]([CH:11]=1)[C:7]([O:9][CH3:10])=[O:8]. The yield is 0.571. (4) The reactants are [C:1]1([S:7]([N:10]2[C:14]3=[N:15][CH:16]=[CH:17][CH:18]=[C:13]3[CH:12]=[CH:11]2)(=[O:9])=[O:8])[CH:6]=[CH:5][CH:4]=[CH:3][CH:2]=1.C([Li])CCC.CCCCCC.[CH3:30][S:31][C:32]1[CH:39]=[CH:38][C:35]([CH:36]=[O:37])=[CH:34][C:33]=1[C:40]([F:43])([F:42])[F:41]. The catalyst is O1CCCC1. The product is [C:1]1([S:7]([N:10]2[C:14]3=[N:15][CH:16]=[CH:17][CH:18]=[C:13]3[CH:12]=[C:11]2[CH:36]([C:35]2[CH:38]=[CH:39][C:32]([S:31][CH3:30])=[C:33]([C:40]([F:43])([F:42])[F:41])[CH:34]=2)[OH:37])(=[O:9])=[O:8])[CH:2]=[CH:3][CH:4]=[CH:5][CH:6]=1. The yield is 0.910. (5) The catalyst is O1CCCC1. The reactants are CCCCCC.Br[C:8]1[CH:13]=[CH:12][C:11]([O:14][CH2:15][CH3:16])=[CH:10][CH:9]=1.[Br:17][C:18]1[CH:19]=[C:20]([CH:23]=[CH:24][CH:25]=1)[CH:21]=[O:22].[Cl-].[NH4+]. The yield is 0.900. The product is [Br:17][C:18]1[CH:19]=[C:20]([CH:21]([C:8]2[CH:13]=[CH:12][C:11]([O:14][CH2:15][CH3:16])=[CH:10][CH:9]=2)[OH:22])[CH:23]=[CH:24][CH:25]=1. (6) The reactants are Cl.[Cl:2][C:3]1[CH:18]=[CH:17][C:6]([CH2:7][CH:8]2[CH2:13][CH:12]([C:14]([OH:16])=[O:15])[CH2:11][CH2:10][NH:9]2)=[CH:5][CH:4]=1.Cl.[C:20]([O-])(O)=O.[Na+]. No catalyst specified. The product is [Cl:2][C:3]1[CH:4]=[CH:5][C:6]([CH2:7][CH:8]2[CH2:13][CH:12]([C:14]([O:16][CH3:20])=[O:15])[CH2:11][CH2:10][NH:9]2)=[CH:17][CH:18]=1. The yield is 0.870.